From a dataset of Forward reaction prediction with 1.9M reactions from USPTO patents (1976-2016). Predict the product of the given reaction. (1) The product is: [CH:29]1([S:32]([N:35]2[CH:39]=[C:38]([C:40]3[N:45]=[C:44]([NH:46][C:2]4[N:7]=[CH:6][C:5]5[C:8]([C:14]6[C:18]([CH3:19])=[CH:17][N:16]([CH2:20][CH2:21][O:22][CH:23]7[CH2:28][CH2:27][CH2:26][CH2:25][O:24]7)[N:15]=6)=[CH:9][N:10]([CH:11]([CH3:13])[CH3:12])[C:4]=5[CH:3]=4)[CH:43]=[CH:42][N:41]=3)[CH:37]=[N:36]2)(=[O:33])=[O:34])[CH2:31][CH2:30]1. Given the reactants Br[C:2]1[N:7]=[CH:6][C:5]2[C:8]([C:14]3[C:18]([CH3:19])=[CH:17][N:16]([CH2:20][CH2:21][O:22][CH:23]4[CH2:28][CH2:27][CH2:26][CH2:25][O:24]4)[N:15]=3)=[CH:9][N:10]([CH:11]([CH3:13])[CH3:12])[C:4]=2[CH:3]=1.[CH:29]1([S:32]([N:35]2[CH:39]=[C:38]([C:40]3[N:45]=[C:44]([NH2:46])[CH:43]=[CH:42][N:41]=3)[CH:37]=[N:36]2)(=[O:34])=[O:33])[CH2:31][CH2:30]1.C1(P(C2C=CC=CC=2)C2C3OC4C(=CC=CC=4P(C4C=CC=CC=4)C4C=CC=CC=4)C(C)(C)C=3C=CC=2)C=CC=CC=1.C(=O)([O-])[O-].[Cs+].[Cs+], predict the reaction product. (2) Given the reactants [NH2:1][C:2]1[C:20]([N+:21]([O-])=O)=[CH:19][C:5]([C:6]([NH:8][C@H:9]2[CH2:14][CH2:13][C@H:12]([C:15]([F:18])([F:17])[F:16])[CH2:11][CH2:10]2)=[O:7])=[C:4]([O:24][CH2:25][CH:26]([F:28])[F:27])[N:3]=1, predict the reaction product. The product is: [NH2:21][C:20]1[C:2]([NH2:1])=[N:3][C:4]([O:24][CH2:25][CH:26]([F:27])[F:28])=[C:5]([CH:19]=1)[C:6]([NH:8][C@H:9]1[CH2:14][CH2:13][C@H:12]([C:15]([F:17])([F:16])[F:18])[CH2:11][CH2:10]1)=[O:7]. (3) Given the reactants C[O:2][C:3](=[O:37])[C:4]1[CH:9]=[C:8]([CH3:10])[C:7]([O:11][CH2:12][CH:13]([C:20]2[N:21]([C:29]3[CH:34]=[CH:33][C:32]([Cl:35])=[CH:31][CH:30]=3)[N:22]=[C:23]3[C:28]=2[CH:27]=[CH:26][CH:25]=[CH:24]3)[CH:14]2[CH2:19][CH2:18][CH2:17][CH2:16][CH2:15]2)=[C:6]([CH3:36])[CH:5]=1.[OH-].[Li+], predict the reaction product. The product is: [Cl:35][C:32]1[CH:31]=[CH:30][C:29]([N:21]2[C:20]([CH:13]([CH:14]3[CH2:19][CH2:18][CH2:17][CH2:16][CH2:15]3)[CH2:12][O:11][C:7]3[C:6]([CH3:36])=[CH:5][C:4]([C:3]([OH:37])=[O:2])=[CH:9][C:8]=3[CH3:10])=[C:28]3[C:23]([CH:24]=[CH:25][CH:26]=[CH:27]3)=[N:22]2)=[CH:34][CH:33]=1. (4) Given the reactants [S:1]1[C:5]2[CH:6]=[CH:7][CH:8]=[CH:9][C:4]=2[C:3](=[O:10])[NH:2]1.[CH2:11]([N:23]=[C:24]=[O:25])[CH2:12][CH2:13][CH2:14][CH2:15][CH2:16][CH2:17][CH2:18][CH2:19][CH2:20][CH2:21][CH3:22], predict the reaction product. The product is: [CH2:11]([NH:23][C:24]([N:2]1[C:3](=[O:10])[C:4]2[CH:9]=[CH:8][CH:7]=[CH:6][C:5]=2[S:1]1)=[O:25])[CH2:12][CH2:13][CH2:14][CH2:15][CH2:16][CH2:17][CH2:18][CH2:19][CH2:20][CH2:21][CH3:22]. (5) Given the reactants [Cl:1][C:2]1[CH:3]=[C:4]([C:12]2[O:16][N:15]=[C:14]([C:17]3[CH:26]=[CH:25][CH:24]=[C:23]4[C:18]=3[CH:19]=[CH:20][N:21]=[C:22]4[CH2:27][CH2:28][C:29]([O:31]CC)=[O:30])[N:13]=2)[CH:5]=[CH:6][C:7]=1[O:8][CH:9]([CH3:11])[CH3:10].O1CCCC1.CO.[OH-].[Li+:42], predict the reaction product. The product is: [Li+:42].[Cl:1][C:2]1[CH:3]=[C:4]([C:12]2[O:16][N:15]=[C:14]([C:17]3[CH:26]=[CH:25][CH:24]=[C:23]4[C:18]=3[CH:19]=[CH:20][N:21]=[C:22]4[CH2:27][CH2:28][C:29]([O-:31])=[O:30])[N:13]=2)[CH:5]=[CH:6][C:7]=1[O:8][CH:9]([CH3:11])[CH3:10]. (6) Given the reactants [CH3:1][O:2][CH2:3][CH2:4][CH2:5][O:6][C:7]1[CH:12]=[CH:11][N:10]=[C:9]([CH2:13][S:14][C:15]2[NH:19][C:18]3[CH:20]=[CH:21][CH:22]=[CH:23][C:17]=3[N:16]=2)[C:8]=1[CH3:24].CS(C)=[O:27].ClC1C=CC=C(C(OO)=O)C=1.[OH-].[Na+], predict the reaction product. The product is: [CH3:1][O:2][CH2:3][CH2:4][CH2:5][O:6][C:7]1[CH:12]=[CH:11][N:10]=[C:9]([CH2:13][S:14]([C:15]2[NH:16][C:17]3[CH:23]=[CH:22][CH:21]=[CH:20][C:18]=3[N:19]=2)=[O:27])[C:8]=1[CH3:24]. (7) Given the reactants O.[Cl:2][C:3]1[CH:4]=[C:5]([CH:9]=[CH:10][C:11]=1[OH:12])[C:6]([OH:8])=[O:7].Cl[C:14]1[CH:15]=C(C=C[C:22]=1O)C(O)=O.C(=O)([O-])[O-].[K+].[K+].I[CH:31]([CH3:33])[CH3:32], predict the reaction product. The product is: [Cl:2][C:3]1[CH:4]=[C:5]([CH:9]=[CH:10][C:11]=1[O:12][CH:31]([CH3:33])[CH3:32])[C:6]([O:8][CH:14]([CH3:15])[CH3:22])=[O:7]. (8) Given the reactants [N:1]1[C:10]2[C:5](=[CH:6][N:7]=[CH:8][CH:9]=2)[CH:4]=[CH:3][CH:2]=1, predict the reaction product. The product is: [NH:1]1[C:6]2[C:5](=[CH:10][CH:9]=[CH:8][N:7]=2)[CH2:4][CH2:3][CH2:2]1. (9) Given the reactants [CH2:1]([O:5][C:6]([C:8]1[C:18]2[O:17][C:16]3[C:19]([CH:25]=O)=[C:20]([OH:24])[CH:21]=[C:22]([CH3:23])[C:15]=3[C:14](=[O:27])[O:13][C:12]=2[C:11]([CH3:28])=[C:10]([O:29][CH3:30])[CH:9]=1)=[O:7])[CH2:2][CH2:3]C.[S:31]([NH2:41])(=[O:40])([C:33]1[CH:38]=[CH:37][C:36]([NH2:39])=[CH:35][CH:34]=1)=[O:32], predict the reaction product. The product is: [CH2:1]([O:5][C:6]([C:8]1[C:18]2[O:17][C:16]3[C:19]([CH2:25][NH:39][C:36]4[CH:35]=[CH:34][C:33]([S:31](=[O:40])(=[O:32])[NH2:41])=[CH:38][CH:37]=4)=[C:20]([OH:24])[CH:21]=[C:22]([CH3:23])[C:15]=3[C:14](=[O:27])[O:13][C:12]=2[C:11]([CH3:28])=[C:10]([O:29][CH3:30])[CH:9]=1)=[O:7])[CH2:2][CH3:3]. (10) The product is: [C:40]([O:39][C:38](=[O:44])[N:37]([CH:29]([CH2:30][CH:31]1[CH2:36][CH2:35][CH2:34][O:33][CH2:32]1)[CH2:28][NH:27][C:13](=[O:14])[C:12]1[CH:16]=[CH:17][CH:18]=[C:10]([CH:9]([C:4]2[CH:5]=[C:6]([F:8])[CH:7]=[C:2]([Cl:1])[CH:3]=2)[O:19][CH2:20][CH2:21][NH:22][C:23]([O:25][CH3:26])=[O:24])[CH:11]=1)[CH3:45])([CH3:42])([CH3:41])[CH3:43]. Given the reactants [Cl:1][C:2]1[CH:3]=[C:4]([CH:9]([O:19][CH2:20][CH2:21][NH:22][C:23]([O:25][CH3:26])=[O:24])[C:10]2[CH:11]=[C:12]([CH:16]=[CH:17][CH:18]=2)[C:13](O)=[O:14])[CH:5]=[C:6]([F:8])[CH:7]=1.[NH2:27][CH2:28][C@@H:29]([N:37]([CH3:45])[C:38](=[O:44])[O:39][C:40]([CH3:43])([CH3:42])[CH3:41])[CH2:30][C@H:31]1[CH2:36][CH2:35][CH2:34][O:33][CH2:32]1.CCN=C=NCCCN(C)C.C1C=CC2N(O)N=NC=2C=1.CCN(C(C)C)C(C)C, predict the reaction product.